This data is from Catalyst prediction with 721,799 reactions and 888 catalyst types from USPTO. The task is: Predict which catalyst facilitates the given reaction. Reactant: [C:1]1([C:7]2[CH:12]=[CH:11][C:10]([OH:13])=[CH:9][CH:8]=2)[CH:6]=[CH:5][CH:4]=[CH:3][CH:2]=1.C([O-])([O-])=O.[K+].[K+].[CH2:20]([O:22][C:23](=[O:42])[C:24]([O:27][C:28]1[CH:33]=[CH:32][C:31]([CH2:34][CH2:35][CH2:36]OS(C)(=O)=O)=[CH:30][CH:29]=1)([CH3:26])[CH3:25])[CH3:21]. Product: [C:7]1([C:1]2[CH:2]=[CH:3][CH:4]=[CH:5][CH:6]=2)[CH:8]=[CH:9][C:10]([O:13][CH2:36][CH2:35][CH2:34][C:31]2[CH:32]=[CH:33][C:28]([O:27][C:24]([CH3:26])([CH3:25])[C:23]([O:22][CH2:20][CH3:21])=[O:42])=[CH:29][CH:30]=2)=[CH:11][CH:12]=1. The catalyst class is: 3.